Dataset: Reaction yield outcomes from USPTO patents with 853,638 reactions. Task: Predict the reaction yield, written as a fraction of the theoretical maximum amount of product (1.0 means a 100% yield; for example, 0.34 means a 34% yield). (1) The reactants are [NH2:1][C:2]1[N:10]=[C:9]([Cl:11])[CH:8]=[CH:7][C:3]=1[C:4](O)=[O:5].O.ON1C2C=CC=CC=2N=N1.F[P-](F)(F)(F)(F)F.[N:30]1([O:39][C:40](N(C)C)=[N+](C)C)[C:34]2C=CC=CC=2N=N1.Cl.CNOC.C(N(CC)C(C)C)(C)C. The catalyst is CN(C)C=O.C(OCC)(=O)C.O. The product is [NH2:1][C:2]1[N:10]=[C:9]([Cl:11])[CH:8]=[CH:7][C:3]=1[C:4]([N:30]([O:39][CH3:40])[CH3:34])=[O:5]. The yield is 0.757. (2) The reactants are [N:1]1[C:10]2[C:5](=[CH:6][CH:7]=[CH:8][CH:9]=2)[CH:4]=[C:3]([C:11]([OH:13])=O)[CH:2]=1.C(Cl)(=O)C(Cl)=O.C(N(CC)CC)C.[NH2:27][C:28]1[C:29]([F:42])=[C:30]([NH:35][S:36]([CH2:39][CH2:40][CH3:41])(=[O:38])=[O:37])[CH:31]=[CH:32][C:33]=1[F:34]. The catalyst is CN(C)C=O.O.O1CCCC1. The product is [F:42][C:29]1[C:30]([NH:35][S:36]([CH2:39][CH2:40][CH3:41])(=[O:38])=[O:37])=[CH:31][CH:32]=[C:33]([F:34])[C:28]=1[NH:27][C:11]([C:3]1[CH:2]=[N:1][C:10]2[C:5]([CH:4]=1)=[CH:6][CH:7]=[CH:8][CH:9]=2)=[O:13]. The yield is 0.360.